From a dataset of Full USPTO retrosynthesis dataset with 1.9M reactions from patents (1976-2016). Predict the reactants needed to synthesize the given product. (1) Given the product [N:23]([CH2:3][C@@H:2]([OH:1])[CH2:4][N:5]1[C:11]2[CH:12]=[CH:13][CH:14]=[CH:15][C:10]=2[CH2:9][CH2:8][C:7]2[CH:16]=[CH:17][CH:18]=[CH:19][C:6]1=2)=[N+:24]=[N-:25], predict the reactants needed to synthesize it. The reactants are: [O:1]1[CH2:3][C@@H:2]1[CH2:4][N:5]1[C:11]2[CH:12]=[CH:13][CH:14]=[CH:15][C:10]=2[CH2:9][CH2:8][C:7]2[CH:16]=[CH:17][CH:18]=[CH:19][C:6]1=2.C(O)C.[N-:23]=[N+:24]=[N-:25].[Na+].[Cl-].[NH4+]. (2) Given the product [C:21]([O:20][C:18]([N:13]([C:4]1[CH:5]=[C:6]([CH:11]=[CH:12][C:3]=1[O:2][CH3:1])[C:7]([O:9][CH3:10])=[O:8])[S:14]([CH3:17])(=[O:16])=[O:15])=[O:19])([CH3:24])([CH3:23])[CH3:22], predict the reactants needed to synthesize it. The reactants are: [CH3:1][O:2][C:3]1[CH:12]=[CH:11][C:6]([C:7]([O:9][CH3:10])=[O:8])=[CH:5][C:4]=1[NH:13][S:14]([CH3:17])(=[O:16])=[O:15].[C:18](O[C:18]([O:20][C:21]([CH3:24])([CH3:23])[CH3:22])=[O:19])([O:20][C:21]([CH3:24])([CH3:23])[CH3:22])=[O:19]. (3) Given the product [Br:1][C:2]1[CH:7]=[C:6]([C:8]([N:31]([O:32][CH3:33])[CH3:30])=[O:10])[CH:5]=[CH:4][N:3]=1, predict the reactants needed to synthesize it. The reactants are: [Br:1][C:2]1[CH:7]=[C:6]([C:8]([OH:10])=O)[CH:5]=[CH:4][N:3]=1.CCN=C=NCCCN(C)C.C(N(CC)CC)C.Cl.[CH3:30][NH:31][O:32][CH3:33]. (4) The reactants are: Br[C:2]1[CH:3]=[C:4]2[C:13](=[CH:14][C:15]=1[C:16]([F:19])([F:18])[F:17])[O:12][CH2:11][C:10]1[N:5]2[CH:6]([CH3:29])[C:7](=[O:28])[N:8]([CH2:20][O:21][CH2:22][CH2:23][Si:24]([CH3:27])([CH3:26])[CH3:25])[N:9]=1.[C:30]([O:34][C:35]([N:37]1[CH2:40][C:39](=[CH2:41])[CH2:38]1)=[O:36])([CH3:33])([CH3:32])[CH3:31].CC1C(P(C2C(C)=CC=CC=2)C2C(C)=CC=CC=2)=CC=CC=1.C(N(CC)CC)C. Given the product [C:30]([O:34][C:35]([N:37]1[CH2:40][C:39](=[CH:41][C:2]2[CH:3]=[C:4]3[C:13](=[CH:14][C:15]=2[C:16]([F:18])([F:17])[F:19])[O:12][CH2:11][C:10]2[N:5]3[CH:6]([CH3:29])[C:7](=[O:28])[N:8]([CH2:20][O:21][CH2:22][CH2:23][Si:24]([CH3:25])([CH3:26])[CH3:27])[N:9]=2)[CH2:38]1)=[O:36])([CH3:33])([CH3:32])[CH3:31], predict the reactants needed to synthesize it. (5) Given the product [C:7]([O:11][C:12]([NH:14][C@@H:15]([CH3:41])[CH2:16][N:17]([C:18]1[N:19]([CH2:37][C:38]#[C:39][CH3:40])[C:20]2[C:25](=[O:26])[N:24]([CH2:27][C:28]3[CH:33]=[CH:32][CH:31]=[CH:30][C:29]=3[C:34]#[N:35])[N:23]=[CH:22][C:21]=2[N:36]=1)[CH3:1])=[O:13])([CH3:10])([CH3:9])[CH3:8], predict the reactants needed to synthesize it. The reactants are: [CH3:1]C(C)([O-])C.[K+].[C:7]([O:11][C:12]([NH:14][C@@H:15]([CH3:41])[CH2:16][NH:17][C:18]1[N:19]([CH2:37][C:38]#[C:39][CH3:40])[C:20]2[C:25](=[O:26])[N:24]([CH2:27][C:28]3[CH:33]=[CH:32][CH:31]=[CH:30][C:29]=3[C:34]#[N:35])[N:23]=[CH:22][C:21]=2[N:36]=1)=[O:13])([CH3:10])([CH3:9])[CH3:8].CI.O. (6) Given the product [Cl:3][C:4]1[CH:9]=[CH:8][C:7]([C:10]2[N:16]([CH2:17][C:18]([OH:20])=[O:19])[C:14](=[O:15])[NH:13][N:12]=2)=[CH:6][CH:5]=1, predict the reactants needed to synthesize it. The reactants are: [OH-].[Na+].[Cl:3][C:4]1[CH:9]=[CH:8][C:7]([C:10]([NH:12][NH:13][C:14]([NH:16][CH2:17][C:18]([O:20]CC)=[O:19])=[O:15])=O)=[CH:6][CH:5]=1.Cl.